Dataset: Catalyst prediction with 721,799 reactions and 888 catalyst types from USPTO. Task: Predict which catalyst facilitates the given reaction. (1) Reactant: Br[C:2]1[CH:3]=[N:4][C:5]([C:8]#[N:9])=[N:6][CH:7]=1.[NH:10]1[CH2:14][CH2:13][CH2:12][CH2:11]1.C(N(C(C)C)CC)(C)C. The catalyst class is: 18. Product: [N:10]1([C:2]2[CH:3]=[N:4][C:5]([C:8]#[N:9])=[N:6][CH:7]=2)[CH2:14][CH2:13][CH2:12][CH2:11]1. (2) Reactant: [CH2:1]([N:4]1[CH:8]=[C:7]([CH2:9][C@@H:10]([NH:14][C:15]([O:17][CH2:18][C:19]2[CH:24]=[CH:23][CH:22]=[CH:21][CH:20]=2)=[O:16])[C:11]([OH:13])=O)[N:6]=[CH:5]1)[CH:2]=[CH2:3].ON1C2C=CC=CC=2N=N1.C1(N=C=NC2CCCCC2)CCCCC1.[CH2:50]([O:53][CH2:54][C@@H:55]([NH2:59])[CH:56]([CH3:58])[CH3:57])[CH:51]=[CH2:52]. Product: [CH2:1]([N:4]1[CH:8]=[C:7]([CH2:9][C@@H:10]([NH:14][C:15](=[O:16])[O:17][CH2:18][C:19]2[CH:24]=[CH:23][CH:22]=[CH:21][CH:20]=2)[C:11](=[O:13])[NH:59][C@H:55]([CH2:54][O:53][CH2:50][CH:51]=[CH2:52])[CH:56]([CH3:58])[CH3:57])[N:6]=[CH:5]1)[CH:2]=[CH2:3]. The catalyst class is: 3. (3) Reactant: P(Cl)(Cl)(Cl)=O.[Cl:6][C:7]1[C:8]([N:13]2[CH2:18][CH2:17][C:16](O)([C:19]#[N:20])[CH2:15][CH2:14]2)=[N:9][CH:10]=[CH:11][CH:12]=1. Product: [Cl:6][C:7]1[C:8]([N:13]2[CH2:14][CH:15]=[C:16]([C:19]#[N:20])[CH2:17][CH2:18]2)=[N:9][CH:10]=[CH:11][CH:12]=1. The catalyst class is: 17. (4) Reactant: [C:1]([O:5][C:6]([N:8]1[CH2:14][CH2:13][C:12]2[C:15]([S:20][CH2:21][C:22]3[CH:27]=[CH:26][C:25](Br)=[CH:24][N:23]=3)=[C:16]([Cl:19])[CH:17]=[CH:18][C:11]=2[CH2:10][CH2:9]1)=[O:7])([CH3:4])([CH3:3])[CH3:2].C(N(CC)CC)C.[C:36]([C:38]1[CH:43]=[CH:42][C:41]([F:44])=[CH:40][CH:39]=1)#[CH:37]. Product: [C:1]([O:5][C:6]([N:8]1[CH2:14][CH2:13][C:12]2[C:15]([S:20][CH2:21][C:22]3[CH:27]=[CH:26][C:25]([C:37]#[C:36][C:38]4[CH:43]=[CH:42][C:41]([F:44])=[CH:40][CH:39]=4)=[CH:24][N:23]=3)=[C:16]([Cl:19])[CH:17]=[CH:18][C:11]=2[CH2:10][CH2:9]1)=[O:7])([CH3:4])([CH3:3])[CH3:2]. The catalyst class is: 3. (5) Reactant: [NH2:1][C:2]1[C:7]([C:8]([NH:10][CH2:11][C:12]2[CH:17]=[CH:16][C:15]([O-:18])=[CH:14][CH:13]=2)=[O:9])=[CH:6][CH:5]=[CH:4][N:3]=1.[Na+].I[CH2:21][CH2:22][CH2:23][CH2:24][CH3:25].C(=O)([O-])[O-].[Cs+].[Cs+].CN(C=O)C. Product: [CH2:21]([O:18][C:15]1[CH:14]=[CH:13][C:12]([CH2:11][NH:10][C:8](=[O:9])[C:7]2[CH:6]=[CH:5][CH:4]=[N:3][C:2]=2[NH2:1])=[CH:17][CH:16]=1)[CH2:22][CH2:23][CH2:24][CH3:25]. The catalyst class is: 6.